From a dataset of Catalyst prediction with 721,799 reactions and 888 catalyst types from USPTO. Predict which catalyst facilitates the given reaction. (1) Reactant: Br[C:2]1[CH:3]=[C:4]2[C:8](=[CH:9][CH:10]=1)[NH:7][N:6]=[CH:5]2.[F:11][C:12]1[CH:17]=[C:16]([O:18][CH3:19])[CH:15]=[CH:14][C:13]=1B(O)O.C([O-])([O-])=O.[K+].[K+]. Product: [F:11][C:12]1[CH:17]=[C:16]([O:18][CH3:19])[CH:15]=[CH:14][C:13]=1[C:2]1[CH:10]=[CH:9][C:8]2[C:4](=[CH:5][NH:6][N:7]=2)[CH:3]=1. The catalyst class is: 73. (2) Reactant: C(N1C=CN=C1)(N1C=CN=C1)=O.[NH2:13][C:14]1[C:22]([Cl:23])=[CH:21][C:17]([C:18]([OH:20])=O)=[C:16]([O:24][CH3:25])[CH:15]=1.[C:26]([O:30][C:31]([N:33]1[CH2:38][CH2:37][CH:36]([CH2:39][NH2:40])[CH2:35][CH2:34]1)=[O:32])([CH3:29])([CH3:28])[CH3:27]. Product: [C:26]([O:30][C:31]([N:33]1[CH2:38][CH2:37][CH:36]([CH2:39][NH:40][C:18]([C:17]2[CH:21]=[C:22]([Cl:23])[C:14]([NH2:13])=[CH:15][C:16]=2[O:24][CH3:25])=[O:20])[CH2:35][CH2:34]1)=[O:32])([CH3:29])([CH3:28])[CH3:27]. The catalyst class is: 9. (3) Reactant: [C:1]([O:5][C:6](=[O:31])[NH:7][CH2:8][C:9]1[CH:14]=[CH:13][C:12]([CH2:15][O:16][C:17]2[CH:22]=[CH:21][CH:20]=[C:19]([O:23][C:24]3[CH:29]=[CH:28][N:27]=[C:26](Cl)[N:25]=3)[CH:18]=2)=[CH:11][CH:10]=1)([CH3:4])([CH3:3])[CH3:2].C1N2CC[N:34](CC2)[CH2:33]1.[C-]#N.[K+].CCOC(C)=O. Product: [C:1]([O:5][C:6](=[O:31])[NH:7][CH2:8][C:9]1[CH:14]=[CH:13][C:12]([CH2:15][O:16][C:17]2[CH:22]=[CH:21][CH:20]=[C:19]([O:23][C:24]3[CH:29]=[CH:28][N:27]=[C:26]([C:33]#[N:34])[N:25]=3)[CH:18]=2)=[CH:11][CH:10]=1)([CH3:4])([CH3:3])[CH3:2]. The catalyst class is: 58. (4) Reactant: [C:1]1([C:12]2[CH:17]=[CH:16][CH:15]=[C:14]([C:18]([O:20]C(C)(C)C)=[O:19])[CH:13]=2)[C:2]([C:7]([O:9][CH2:10][CH3:11])=[O:8])=[CH:3][CH:4]=[CH:5][CH:6]=1.FC(F)(F)C(O)=O. Product: [CH2:10]([O:9][C:7]([C:2]1[CH:3]=[CH:4][CH:5]=[CH:6][C:1]=1[C:12]1[CH:17]=[CH:16][CH:15]=[C:14]([C:18]([OH:20])=[O:19])[CH:13]=1)=[O:8])[CH3:11]. The catalyst class is: 2.